This data is from Full USPTO retrosynthesis dataset with 1.9M reactions from patents (1976-2016). The task is: Predict the reactants needed to synthesize the given product. (1) Given the product [NH2:30][C:27]1[CH:28]=[CH:29][C:24]([NH:23][C:21]([N:18]2[CH2:17][CH2:16][N:15]([C:6]3[C:5]4[C:10](=[CH:11][C:12]([O:13][CH3:14])=[C:3]([O:2][CH3:1])[CH:4]=4)[N:9]=[CH:8][N:7]=3)[CH2:20][CH2:19]2)=[O:22])=[CH:25][CH:26]=1, predict the reactants needed to synthesize it. The reactants are: [CH3:1][O:2][C:3]1[CH:4]=[C:5]2[C:10](=[CH:11][C:12]=1[O:13][CH3:14])[N:9]=[CH:8][N:7]=[C:6]2[N:15]1[CH2:20][CH2:19][N:18]([C:21]([NH:23][C:24]2[CH:29]=[CH:28][C:27]([N+:30]([O-])=O)=[CH:26][CH:25]=2)=[O:22])[CH2:17][CH2:16]1.[H][H]. (2) Given the product [NH2:1][C:2]1[N:10]=[C:9]2[C:5]([N:6]=[CH:7][N:8]2/[CH:11]=[C:12]2/[C:13]([CH2:17][OH:18])([CH2:15][OH:16])[CH2:14]/2)=[C:4]([NH:19][CH:20]2[CH2:22][CH2:21]2)[N:3]=1, predict the reactants needed to synthesize it. The reactants are: [NH2:1][C:2]1[N:10]=[C:9]2[C:5]([N:6]=[CH:7][N:8]2/[CH:11]=[C:12]2\[C:13]([CH2:17][OH:18])([CH2:15][OH:16])[CH2:14]\2)=[C:4]([NH:19][CH:20]2[CH2:22][CH2:21]2)[N:3]=1.C1(N)CC1. (3) Given the product [NH2:33][C:4]1[S:3][C:2]([C:44]2[CH:45]=[CH:46][CH:47]=[CH:48][C:43]=2[C:42]([F:53])([F:52])[F:41])=[N:6][C:5]=1[C:7]([NH:8][C:9]1[CH:10]=[N:11][N:12]([CH3:31])[C:13]=1[C@@H:14]1[CH2:20][CH2:19][C@@H:18]([NH2:21])[C@@H:17]([O:29][CH3:30])[CH2:16][O:15]1)=[O:32], predict the reactants needed to synthesize it. The reactants are: Br[C:2]1[S:3][C:4]([NH:33]C(=O)OC(C)(C)C)=[C:5]([C:7](=[O:32])[NH:8][C:9]2[CH:10]=[N:11][N:12]([CH3:31])[C:13]=2[C@@H:14]2[CH2:20][CH2:19][C@@H:18]([NH:21]C(OC(C)(C)C)=O)[C@@H:17]([O:29][CH3:30])[CH2:16][O:15]2)[N:6]=1.[F:41][C:42]([F:53])([F:52])[C:43]1[CH:48]=[CH:47][CH:46]=[CH:45][C:44]=1B(O)O. (4) Given the product [CH:10]1([N:16]2[CH2:8][CH2:7][CH:2]2[C:3]([O:5][CH3:6])=[O:4])[CH2:15][CH2:14][CH2:13][CH2:12][CH2:11]1, predict the reactants needed to synthesize it. The reactants are: Br[CH:2]([CH2:7][CH2:8]Br)[C:3]([O:5][CH3:6])=[O:4].[CH:10]1([NH2:16])[CH2:15][CH2:14][CH2:13][CH2:12][CH2:11]1.